Dataset: hERG Central: cardiac toxicity at 1µM, 10µM, and general inhibition. Task: Predict hERG channel inhibition at various concentrations. (1) The drug is COC(=O)c1ccc(N2CCN(C)CC2)c([N+](=O)[O-])c1. Results: hERG_inhib (hERG inhibition (general)): blocker. (2) The drug is CCCc1cc(=O)oc2c(C)c(OCC(=O)NC3CCN(Cc4ccccc4)CC3)ccc12. Results: hERG_inhib (hERG inhibition (general)): blocker. (3) The molecule is CC(C)C[C@@H](CSc1ccccc1)N1CCN(CC(C)C)CCC1=O. Results: hERG_inhib (hERG inhibition (general)): blocker. (4) Results: hERG_inhib (hERG inhibition (general)): blocker. The molecule is CC(C(=O)Nc1nccs1)c1ccc([N+](=O)[O-])cc1. (5) The compound is Oc1ccc(-c2ccccc2)cc1CN1CCCCCC1. Results: hERG_inhib (hERG inhibition (general)): blocker. (6) Results: hERG_inhib (hERG inhibition (general)): blocker. The drug is Cc1cc(N2CCOCC2)nc2ccc(NC(=S)NCc3ccc4c(c3)OCO4)cc12. (7) The compound is COc1cccc(-n2c(SCC(=O)NCCc3ccccc3)nnc2-c2ccoc2C)c1. Results: hERG_inhib (hERG inhibition (general)): blocker. (8) The drug is CCOC(=O)N1CCN(CCC(=O)Nc2ccc(OC(F)(F)F)cc2)CC1. Results: hERG_inhib (hERG inhibition (general)): blocker.